From a dataset of Full USPTO retrosynthesis dataset with 1.9M reactions from patents (1976-2016). Predict the reactants needed to synthesize the given product. (1) Given the product [F:13][C:3]1[CH:4]=[C:5]([CH2:8][CH2:9][NH2:10])[CH:6]=[CH:7][C:2]=1[F:1], predict the reactants needed to synthesize it. The reactants are: [F:1][C:2]1[CH:7]=[CH:6][C:5]([CH:8]=[CH:9][N+:10]([O-])=O)=[CH:4][C:3]=1[F:13].[H-].[Al+3].[Li+].[H-].[H-].[H-]. (2) Given the product [S:1]([NH:11][C:12]1[N:17]2[C:18]3[N:24]=[CH:23][CH:22]=[CH:21][C:19]=3[CH:20]=[C:16]2[C:15]([OH:25])=[CH:14][N:13]=1)([C:4]1[CH:5]=[CH:6][C:7]([CH3:8])=[CH:9][CH:10]=1)(=[O:2])=[O:3], predict the reactants needed to synthesize it. The reactants are: [S:1]([NH:11][C:12]1[N:17]2[C:18]3[N:24]=[CH:23][CH:22]=[CH:21][C:19]=3[CH:20]=[C:16]2[C:15]([O:25]C2CCCCO2)=[CH:14][N:13]=1)([C:4]1[CH:10]=[CH:9][C:7]([CH3:8])=[CH:6][CH:5]=1)(=[O:3])=[O:2].Cl.